Regression. Given a peptide amino acid sequence and an MHC pseudo amino acid sequence, predict their binding affinity value. This is MHC class I binding data. From a dataset of Peptide-MHC class I binding affinity with 185,985 pairs from IEDB/IMGT. The peptide sequence is KAAVDLSHFL. The MHC is HLA-B45:01 with pseudo-sequence HLA-B45:01. The binding affinity (normalized) is 0.